From a dataset of Catalyst prediction with 721,799 reactions and 888 catalyst types from USPTO. Predict which catalyst facilitates the given reaction. (1) Reactant: [CH3:1][CH:2]([CH2:6][SH:7])[C:3]([OH:5])=[O:4].[OH-].[Na+].[CH2:10](Br)[CH:11]=[CH2:12]. Product: [CH2:12]([S:7][CH2:6][CH:2]([CH3:1])[C:3]([OH:5])=[O:4])[CH:11]=[CH2:10]. The catalyst class is: 97. (2) Reactant: Br[C:2]1[CH:7]=[C:6]([CH3:8])[C:5]([Br:9])=[CH:4][N:3]=1.[CH:10](B1OB(C=C)OB(C=C)O1)=[CH2:11].C([O-])([O-])=O.[K+].[K+]. Product: [Br:9][C:5]1[C:6]([CH3:8])=[CH:7][C:2]([CH:10]=[CH2:11])=[N:3][CH:4]=1. The catalyst class is: 108. (3) Reactant: [C:1]([C:4]1[CH:11]=[CH:10][CH:9]=[CH:8][C:5]=1[CH:6]=[O:7])([OH:3])=O.[C:12]1([PH:18](=[O:20])[OH:19])[CH:17]=[CH:16][CH:15]=[CH:14][CH:13]=1. Product: [O:3]=[C:1]1[C:4]2[C:5](=[CH:8][CH:9]=[CH:10][CH:11]=2)[CH:6]([P:18]([C:12]2[CH:17]=[CH:16][CH:15]=[CH:14][CH:13]=2)(=[O:19])[OH:20])[O:7]1. The catalyst class is: 11. (4) Reactant: [F:1][C:2]1[CH:3]=[CH:4][C:5]([CH3:12])=[C:6]([S:8](Cl)(=[O:10])=[O:9])[CH:7]=1.[CH3:13][NH2:14]. Product: [F:1][C:2]1[CH:3]=[CH:4][C:5]([CH3:12])=[C:6]([S:8]([NH:14][CH3:13])(=[O:10])=[O:9])[CH:7]=1. The catalyst class is: 21. (5) Reactant: Br[C:2]1[CH:7]=[CH:6][C:5]([CH2:8][N:9]2[CH2:15][CH2:14][CH2:13][CH2:12][N:11]([C:16]3[CH:21]=[CH:20][CH:19]=[CH:18][CH:17]=3)[S:10]2(=[O:23])=[O:22])=[C:4]([F:24])[CH:3]=1.[N:25]1([C:31](=[O:33])[CH3:32])[CH2:30][CH2:29][NH:28][CH2:27][CH2:26]1.C([O-])([O-])=O.[Cs+].[Cs+]. The catalyst class is: 62. Product: [C:31]([N:25]1[CH2:30][CH2:29][N:28]([C:2]2[CH:7]=[CH:6][C:5]([CH2:8][N:9]3[CH2:15][CH2:14][CH2:13][CH2:12][N:11]([C:16]4[CH:21]=[CH:20][CH:19]=[CH:18][CH:17]=4)[S:10]3(=[O:23])=[O:22])=[C:4]([F:24])[CH:3]=2)[CH2:27][CH2:26]1)(=[O:33])[CH3:32]. (6) Reactant: [Br:1][C:2]1[CH:3]=[C:4]2[C:8](=[CH:9][CH:10]=1)[N:7]([S:11]([C:14]1[CH:19]=[CH:18][CH:17]=[CH:16][CH:15]=1)(=[O:13])=[O:12])[C:6]([C:20]([O:22][CH2:23][CH3:24])=[O:21])=[C:5]2[S:25]([NH:28][CH2:29][CH2:30][NH:31][C:32]1[CH:37]=[CH:36][C:35]([O:38][CH3:39])=[CH:34][CH:33]=1)(=[O:27])=[O:26].[CH3:40][S:41](Cl)(=[O:43])=[O:42].C(N(CC)CC)C. Product: [Br:1][C:2]1[CH:3]=[C:4]2[C:8](=[CH:9][CH:10]=1)[N:7]([S:11]([C:14]1[CH:19]=[CH:18][CH:17]=[CH:16][CH:15]=1)(=[O:12])=[O:13])[C:6]([C:20]([O:22][CH2:23][CH3:24])=[O:21])=[C:5]2[S:25]([NH:28][CH2:29][CH2:30][N:31]([C:32]1[CH:33]=[CH:34][C:35]([O:38][CH3:39])=[CH:36][CH:37]=1)[S:41]([CH3:40])(=[O:43])=[O:42])(=[O:26])=[O:27]. The catalyst class is: 317.